This data is from Full USPTO retrosynthesis dataset with 1.9M reactions from patents (1976-2016). The task is: Predict the reactants needed to synthesize the given product. (1) Given the product [C:32]([C:35]1[C:36]([NH:49][C:50]2[CH:51]=[CH:52][C:26]([F:31])=[CH:27][CH:55]=2)=[N:37][N:38]([CH:40]([CH:21]2[CH2:22][CH2:23][N:18]([C:19]([O:6][CH2:5][CH2:4][N:2]([CH3:3])[CH3:1])=[O:20])[CH2:57][CH2:56]2)[CH2:41][C:42]#[N:43])[CH:39]=1)(=[O:34])[NH2:33], predict the reactants needed to synthesize it. The reactants are: [CH3:1][N:2]([CH2:4][CH2:5][OH:6])[CH3:3].[CH2:22]1[C:23](=O)[N:18](OC(O[N:18]2[C:23](=O)[CH2:22][CH2:21][C:19]2=[O:20])=O)[C:19](=[O:20])[CH2:21]1.F[C:26]([F:31])(F)[C:27]([O-])=O.[C:32]([C:35]1[C:36]([NH:49][C:50]2[CH:55]=CC=[CH:52][CH:51]=2)=[N:37][N:38]([C:40]2(CC#N)CC[NH2+:43][CH2:42][CH2:41]2)[CH:39]=1)(=[O:34])[NH2:33].[C:56](#N)[CH3:57]. (2) Given the product [NH2:1][C:2]1[CH:9]=[CH:8][C:5]([C:6]#[N:7])=[C:4]([O:10][CH2:11][CH:12]([OH:16])[CH2:13][CH2:14][NH:15][C:27]2[C:28]3[CH2:33][CH2:32][CH:31]([C:34]4[CH:35]=[CH:36][C:37]([F:40])=[CH:38][CH:39]=4)[C:29]=3[N:30]=[C:25]([Cl:24])[N:26]=2)[CH:3]=1.[C:17]([OH:23])([C:19]([F:22])([F:21])[F:20])=[O:18], predict the reactants needed to synthesize it. The reactants are: [NH2:1][C:2]1[CH:9]=[CH:8][C:5]([C:6]#[N:7])=[C:4]([O:10][CH2:11][CH:12]([OH:16])[CH2:13][CH2:14][NH2:15])[CH:3]=1.[C:17]([OH:23])([C:19]([F:22])([F:21])[F:20])=[O:18].[Cl:24][C:25]1[N:26]=[C:27](Cl)[C:28]2[CH2:33][CH2:32][CH:31]([C:34]3[CH:39]=[CH:38][C:37]([F:40])=[CH:36][CH:35]=3)[C:29]=2[N:30]=1.C(N(C(C)C)C(C)C)C.